Task: Predict the reactants needed to synthesize the given product.. Dataset: Full USPTO retrosynthesis dataset with 1.9M reactions from patents (1976-2016) (1) Given the product [Cl:1][C:2]1[CH:3]=[C:4]([C:10]2[O:17][C:13]([CH3:14])([CH3:15])[C:12](=[O:25])[CH:11]=2)[CH:5]=[CH:6][C:7]=1[O:8][CH3:9], predict the reactants needed to synthesize it. The reactants are: [Cl:1][C:2]1[CH:3]=[C:4]([C:10](=[O:17])[C:11]#[C:12][C:13](O)([CH3:15])[CH3:14])[CH:5]=[CH:6][C:7]=1[O:8][CH3:9].C(NCC)C.C([OH:25])C. (2) Given the product [CH3:30][C:2]1[C:10]2[C:5](=[N:6][CH:7]=[C:8]([CH2:11][NH:12][C:13](=[O:19])[O:14][C:15]([CH3:18])([CH3:17])[CH3:16])[N:9]=2)[N:4]([S:20]([C:23]2[CH:29]=[CH:28][C:26]([CH3:27])=[CH:25][CH:24]=2)(=[O:22])=[O:21])[CH:3]=1, predict the reactants needed to synthesize it. The reactants are: Br[C:2]1[C:10]2[C:5](=[N:6][CH:7]=[C:8]([CH2:11][NH:12][C:13](=[O:19])[O:14][C:15]([CH3:18])([CH3:17])[CH3:16])[N:9]=2)[N:4]([S:20]([C:23]2[CH:29]=[CH:28][C:26]([CH3:27])=[CH:25][CH:24]=2)(=[O:22])=[O:21])[CH:3]=1.[C:30]([O-])([O-])=O.[Cs+].[Cs+].CB1OB(C)OB(C)O1.C1(P(C2CCCCC2)C2CCCCC2)CCCCC1.